Dataset: Forward reaction prediction with 1.9M reactions from USPTO patents (1976-2016). Task: Predict the product of the given reaction. (1) Given the reactants Cl[C:2]1[N:7]=[C:6]([NH:8][C:9]2[CH:14]=[CH:13][C:12]([O:15][CH3:16])=[CH:11][C:10]=2[NH:17][S:18]([CH3:21])(=[O:20])=[O:19])[C:5]([F:22])=[CH:4][N:3]=1.[CH3:23][O:24][C:25]1[CH:31]=[CH:30][C:29]([O:32][CH3:33])=[CH:28][C:26]=1[NH2:27], predict the reaction product. The product is: [CH3:23][O:24][C:25]1[CH:31]=[CH:30][C:29]([O:32][CH3:33])=[CH:28][C:26]=1[NH:27][C:2]1[N:7]=[C:6]([NH:8][C:9]2[CH:14]=[CH:13][C:12]([O:15][CH3:16])=[CH:11][C:10]=2[NH:17][S:18]([CH3:21])(=[O:20])=[O:19])[C:5]([F:22])=[CH:4][N:3]=1. (2) The product is: [CH:1]1([O:6][C:7]2[N:12]=[CH:11][C:10]([NH:13][C:14]([NH:15][C:16]3[CH:21]=[CH:20][C:19]([N:22]4[CH2:26][CH2:25][CH:24]([NH:27][CH3:28])[CH2:23]4)=[CH:18][CH:17]=3)=[O:32])=[CH:9][CH:8]=2)[CH2:5][CH2:4][CH2:3][CH2:2]1. Given the reactants [CH:1]1([O:6][C:7]2[N:12]=[CH:11][C:10]([NH:13][C:14](=[O:32])[NH:15][C:16]3[CH:21]=[CH:20][C:19]([N:22]4[CH2:26][CH2:25][CH:24]([N:27](C)[C:28](=O)C)[CH2:23]4)=[CH:18][CH:17]=3)=[CH:9][CH:8]=2)[CH2:5][CH2:4][CH2:3][CH2:2]1.[OH-].[Na+], predict the reaction product. (3) Given the reactants [OH:1][C:2]1[C:10]([OH:11])=[CH:9][CH:8]=[CH:7][C:3]=1[C:4]([OH:6])=[O:5].[CH3:12]O, predict the reaction product. The product is: [OH:1][C:2]1[C:10]([OH:11])=[CH:9][CH:8]=[CH:7][C:3]=1[C:4]([O:6][CH3:12])=[O:5]. (4) Given the reactants [CH2:1]([O:3][C:4]([C:6]1[CH:10]=[C:9]([C:11]2[CH:15]=[CH:14][NH:13][CH:12]=2)[N:8]([C:16]2[CH:17]=[N:18][C:19]([CH3:22])=[CH:20][CH:21]=2)[N:7]=1)=[O:5])[CH3:2].[H-].[Na+].[CH2:25](I)[CH3:26].[Cl-].[NH4+], predict the reaction product. The product is: [CH2:1]([O:3][C:4]([C:6]1[CH:10]=[C:9]([C:11]2[CH:15]=[CH:14][N:13]([CH2:25][CH3:26])[CH:12]=2)[N:8]([C:16]2[CH:17]=[N:18][C:19]([CH3:22])=[CH:20][CH:21]=2)[N:7]=1)=[O:5])[CH3:2]. (5) Given the reactants [CH2:1]([O:8][CH2:9][CH2:10][O:11][C:12]1[CH:21]=[C:20]2[C:15]([C:16](=[O:36])[NH:17][C:18]([C:22]3[CH:23]=[CH:24][C:25]4[O:29][C:28]([CH2:30][O:31]COC)=[CH:27][C:26]=4[CH:35]=3)=[N:19]2)=[C:14]([O:37][CH3:38])[CH:13]=1)[C:2]1[CH:7]=[CH:6][CH:5]=[CH:4][CH:3]=1.O.[OH-].[Na+], predict the reaction product. The product is: [CH2:1]([O:8][CH2:9][CH2:10][O:11][C:12]1[CH:21]=[C:20]2[C:15]([C:16](=[O:36])[NH:17][C:18]([C:22]3[CH:23]=[CH:24][C:25]4[O:29][C:28]([CH2:30][OH:31])=[CH:27][C:26]=4[CH:35]=3)=[N:19]2)=[C:14]([O:37][CH3:38])[CH:13]=1)[C:2]1[CH:7]=[CH:6][CH:5]=[CH:4][CH:3]=1. (6) The product is: [CH2:1]([N:8]1[C:17](=[O:18])[C:16]2[C:11](=[CH:12][CH:13]=[CH:14][CH:15]=2)[C:10]([C:19]2[C:27]3[C:22](=[CH:23][CH:24]=[CH:25][CH:26]=3)[N:21]([CH2:28][C:29]([OH:31])=[O:30])[C:20]=2[CH3:36])=[N:9]1)[C:2]1[CH:7]=[CH:6][CH:5]=[CH:4][CH:3]=1. Given the reactants [CH2:1]([N:8]1[C:17](=[O:18])[C:16]2[C:11](=[CH:12][CH:13]=[CH:14][CH:15]=2)[C:10]([C:19]2[C:27]3[C:22](=[CH:23][CH:24]=[CH:25][CH:26]=3)[N:21]([CH2:28][C:29]([O:31]C(C)(C)C)=[O:30])[C:20]=2[CH3:36])=[N:9]1)[C:2]1[CH:7]=[CH:6][CH:5]=[CH:4][CH:3]=1, predict the reaction product. (7) The product is: [CH3:21][O:20][C:18]1[N:19]=[C:14]([N:9]2[CH2:10][CH2:11][CH2:12][CH:7]([C:2]([CH3:1])([CH3:6])[C:3]([OH:5])=[O:4])[CH2:8]2)[CH:15]=[C:16]([NH:22][CH2:23][CH2:24][C:25]2[CH:26]=[CH:27][C:28]([O:31][C:32]([F:34])([F:35])[F:33])=[CH:29][CH:30]=2)[N:17]=1. Given the reactants [CH3:1][C:2]([CH:7]1[CH2:12][CH2:11][CH2:10][NH:9][CH2:8]1)([CH3:6])[C:3]([OH:5])=[O:4].Cl[C:14]1[N:19]=[C:18]([O:20][CH3:21])[N:17]=[C:16]([NH:22][CH2:23][CH2:24][C:25]2[CH:30]=[CH:29][C:28]([O:31][C:32]([F:35])([F:34])[F:33])=[CH:27][CH:26]=2)[CH:15]=1.C([O-])([O-])=O.[K+].[K+].O, predict the reaction product. (8) Given the reactants [F:1][C:2]([C:10]([F:13])([F:12])[F:11])([C:6]([F:9])([F:8])[F:7])[CH2:3][CH2:4][SH:5].[CH2:14]([CH:16]1[O:18][CH2:17]1)Cl, predict the reaction product. The product is: [F:1][C:2]([C:10]([F:11])([F:12])[F:13])([C:6]([F:7])([F:8])[F:9])[CH2:3][CH2:4][S:5][CH2:14][CH:16]1[CH2:17][O:18]1. (9) Given the reactants [Cl:1][C:2]1[C:3]([C:23]#[N:24])=[C:4]([N+:20]([O-:22])=[O:21])[C:5](OS(C(F)(F)F)(=O)=O)=[C:6]([CH:11]=1)[C:7]([O:9][CH3:10])=[O:8].[F:25][C:26]1[CH:27]=[C:28](B(O)O)[CH:29]=[CH:30][CH:31]=1.C([O-])(O)=O.[Na+], predict the reaction product. The product is: [Cl:1][C:2]1[CH:11]=[C:6]([C:7]([O:9][CH3:10])=[O:8])[C:5]([C:30]2[CH:29]=[CH:28][CH:27]=[C:26]([F:25])[CH:31]=2)=[C:4]([N+:20]([O-:22])=[O:21])[C:3]=1[C:23]#[N:24]. (10) Given the reactants [NH2:1][C:2]1[CH:29]=[CH:28][C:5]2[NH:6][C:7](=[C:9]([C:20]([C:22]3[CH:27]=[CH:26][CH:25]=[CH:24][CH:23]=3)=[O:21])[C:10]([C:12]3[CH:17]=[C:16]([F:18])[CH:15]=[C:14]([F:19])[CH:13]=3)=[O:11])[NH:8][C:4]=2[CH:3]=1.O[CH2:31]C1C2N=NNC=2C=CC=1, predict the reaction product. The product is: [F:18][C:16]1[CH:17]=[C:12]([C:10](=[O:11])[C:9](=[C:7]2[NH:6][C:5]3[CH:28]=[CH:29][C:2]([NH:1][CH3:31])=[CH:3][C:4]=3[NH:8]2)[C:20]([C:22]2[CH:23]=[CH:24][CH:25]=[CH:26][CH:27]=2)=[O:21])[CH:13]=[C:14]([F:19])[CH:15]=1.